This data is from Reaction yield outcomes from USPTO patents with 853,638 reactions. The task is: Predict the reaction yield, written as a fraction of the theoretical maximum amount of product (1.0 means a 100% yield; for example, 0.34 means a 34% yield). (1) The reactants are [N+:1]([C:4]1[CH:9]=[C:8]([N+:10]([O-])=O)[CH:7]=[CH:6][C:5]=1[CH2:13][CH:14]([CH3:19])[C:15](OC)=[O:16])([O-])=O. The catalyst is [Pd].CC(O)(C)C. The product is [NH2:10][C:8]1[CH:9]=[C:4]2[C:5]([CH2:13][CH:14]([CH3:19])[C:15](=[O:16])[NH:1]2)=[CH:6][CH:7]=1. The yield is 0.920. (2) The reactants are [F:1][C:2]1[CH:7]=[CH:6][CH:5]=[CH:4][C:3]=1[N:8]1[CH2:13][CH2:12][N:11]([CH2:14][CH2:15][NH2:16])[CH2:10][CH2:9]1.[C:17]([N:21]1[C:25]([CH:26]=O)=[CH:24][C:23]([CH2:28][CH:29]([CH3:31])[CH3:30])=[N:22]1)([CH3:20])([CH3:19])[CH3:18]. No catalyst specified. The product is [C:17]([N:21]1[C:25]([CH2:26][NH:16][CH2:15][CH2:14][N:11]2[CH2:10][CH2:9][N:8]([C:3]3[CH:4]=[CH:5][CH:6]=[CH:7][C:2]=3[F:1])[CH2:13][CH2:12]2)=[CH:24][C:23]([CH2:28][CH:29]([CH3:31])[CH3:30])=[N:22]1)([CH3:20])([CH3:19])[CH3:18]. The yield is 0.602. (3) The reactants are Br[C:2]1[C:10]2[C:5](=[CH:6][CH:7]=[C:8]([C:11]#[N:12])[CH:9]=2)[N:4]([CH:13]2[CH2:18][CH2:17][CH2:16][CH2:15][O:14]2)[N:3]=1.[CH3:19][O:20][C:21]1[CH:26]=[CH:25][C:24](B(O)O)=[CH:23][CH:22]=1.[O-]P([O-])([O-])=O.[K+].[K+].[K+]. The catalyst is COCCOC.CCOC(C)=O.C1C=CC(P(C2C=CC=CC=2)[C-]2C=CC=C2)=CC=1.C1C=CC(P(C2C=CC=CC=2)[C-]2C=CC=C2)=CC=1.Cl[Pd]Cl.[Fe+2]. The product is [CH3:19][O:20][C:21]1[CH:26]=[CH:25][C:24]([C:2]2[C:10]3[C:5](=[CH:6][CH:7]=[C:8]([C:11]#[N:12])[CH:9]=3)[N:4]([CH:13]3[CH2:18][CH2:17][CH2:16][CH2:15][O:14]3)[N:3]=2)=[CH:23][CH:22]=1. The yield is 0.730. (4) The reactants are [O:1]1[CH2:6][CH2:5][CH:4]([C:7]([N:9]2[C@@H:15]3[CH2:16][C@@H:11]([O:12][C:13]4[CH:20]=[C:19]([C:21]([O:23]CC)=O)[CH:18]=[CH:17][C:14]=43)[CH2:10]2)=[O:8])[CH2:3][CH2:2]1.[OH-:26].[Na+].[NH2:28]O. The catalyst is C1COCC1.CO. The product is [OH:26][NH:28][C:21]([C:19]1[CH:18]=[CH:17][C:14]2[C@H:15]3[CH2:16][C@@H:11]([O:12][C:13]=2[CH:20]=1)[CH2:10][N:9]3[C:7]([CH:4]1[CH2:5][CH2:6][O:1][CH2:2][CH2:3]1)=[O:8])=[O:23]. The yield is 0.180. (5) No catalyst specified. The reactants are Br[C:2]1[N:3]([CH2:21][C:22]([N:24]([CH3:26])[CH3:25])=[O:23])[C:4]2[C:9]([C:10]=1[CH:11]1[CH2:16][CH2:15][CH2:14][CH2:13][CH2:12]1)=[CH:8][CH:7]=[C:6]([C:17]([O:19]C)=[O:18])[CH:5]=2.[O:27]1[CH:31]=[CH:30][C:29](B(O)O)=[CH:28]1. The yield is 0.250. The product is [CH:11]1([C:10]2[C:9]3[C:4](=[CH:5][C:6]([C:17]([OH:19])=[O:18])=[CH:7][CH:8]=3)[N:3]([CH2:21][C:22]([N:24]([CH3:26])[CH3:25])=[O:23])[C:2]=2[C:29]2[CH:30]=[CH:31][O:27][CH:28]=2)[CH2:16][CH2:15][CH2:14][CH2:13][CH2:12]1. (6) The reactants are Cl[C:2]1[N:3]=[C:4]([Cl:20])[C:5]2[CH2:10][CH2:9][N:8]([CH2:11][C:12]3[CH:17]=[CH:16][C:15]([O:18][CH3:19])=[CH:14][CH:13]=3)[C:6]=2[N:7]=1.[O:21]1[CH2:26][CH2:25][N:24]([C:27]2[C:32]3[O:33][CH2:34][CH2:35][O:36][C:31]=3[C:30]([NH2:37])=[CH:29][CH:28]=2)[CH2:23][CH2:22]1.CC(C)([O-])C.[Na+]. The catalyst is C1C=CC(/C=C/C(/C=C/C2C=CC=CC=2)=O)=CC=1.C1C=CC(/C=C/C(/C=C/C2C=CC=CC=2)=O)=CC=1.C1C=CC(/C=C/C(/C=C/C2C=CC=CC=2)=O)=CC=1.[Pd].[Pd]. The product is [Cl:20][C:4]1[C:5]2[CH2:10][CH2:9][N:8]([CH2:11][C:12]3[CH:17]=[CH:16][C:15]([O:18][CH3:19])=[CH:14][CH:13]=3)[C:6]=2[N:7]=[C:2]([NH:37][C:30]2[C:31]3[O:36][CH2:35][CH2:34][O:33][C:32]=3[C:27]([N:24]3[CH2:25][CH2:26][O:21][CH2:22][CH2:23]3)=[CH:28][CH:29]=2)[N:3]=1. The yield is 0.610. (7) The reactants are Br[C:2]1[N:6]([C:7]([O:9][C:10]([CH3:13])([CH3:12])[CH3:11])=[O:8])[C:5]([C:14]([O:16][CH2:17][C:18]2[CH:23]=[CH:22][CH:21]=[CH:20][CH:19]=2)=[O:15])=[CH:4][CH:3]=1.[CH3:24][O:25][CH2:26][C@H:27]([CH3:45])[O:28][C:29]1[CH:30]=[C:31]([OH:44])[CH:32]=[C:33](B2OC(C)(C)C(C)(C)O2)[CH:34]=1.C(=O)([O-])[O-].[K+].[K+]. The catalyst is O1CCOCC1.O. The product is [OH:44][C:31]1[CH:32]=[C:33]([C:2]2[N:6]([C:7]([O:9][C:10]([CH3:13])([CH3:12])[CH3:11])=[O:8])[C:5]([C:14]([O:16][CH2:17][C:18]3[CH:23]=[CH:22][CH:21]=[CH:20][CH:19]=3)=[O:15])=[CH:4][CH:3]=2)[CH:34]=[C:29]([O:28][C@@H:27]([CH3:45])[CH2:26][O:25][CH3:24])[CH:30]=1. The yield is 0.750. (8) The reactants are [F:1][C:2]1[C:3]([CH2:24][N:25](C)[C:26](=O)OC(C)(C)C)=[CH:4][N:5]([S:14]([C:17]2[CH:22]=[C:21]([CH3:23])[CH:20]=[CH:19][N:18]=2)(=[O:16])=[O:15])[C:6]=1[C:7]1[C:8]([F:13])=[N:9][CH:10]=[CH:11][CH:12]=1.C(OCC)(=O)C.[ClH:40]. The catalyst is C(OCC)(=O)C.CC(O)C. The product is [ClH:40].[F:1][C:2]1[C:3]([CH2:24][NH:25][CH3:26])=[CH:4][N:5]([S:14]([C:17]2[CH:22]=[C:21]([CH3:23])[CH:20]=[CH:19][N:18]=2)(=[O:16])=[O:15])[C:6]=1[C:7]1[C:8]([F:13])=[N:9][CH:10]=[CH:11][CH:12]=1. The yield is 0.660. (9) The reactants are [Cl:1][C:2]1[CH:3]=[CH:4][CH:5]=[C:6]2[C:10]=1[CH2:9][CH:8]=[CH:7]2.CS(C)=O.[Br:15]N1C(=O)CCC1=O. The catalyst is O. The product is [Br:15][C:8]1[CH2:9][C:10]2[C:6]([CH:7]=1)=[CH:5][CH:4]=[CH:3][C:2]=2[Cl:1]. The yield is 0.760.